This data is from Full USPTO retrosynthesis dataset with 1.9M reactions from patents (1976-2016). The task is: Predict the reactants needed to synthesize the given product. (1) Given the product [OH:30][C@H:28]([C@H:27]([NH:31][C:12]([C:11]1[C:10]2[C:5](=[CH:6][CH:7]=[CH:8][CH:9]=2)[N:4]=[C:3]([C:15]2[CH:20]=[CH:19][CH:18]=[CH:17][CH:16]=2)[C:2]=1[CH3:1])=[O:13])[C:21]1[CH:26]=[CH:25][CH:24]=[CH:23][CH:22]=1)[CH3:29], predict the reactants needed to synthesize it. The reactants are: [CH3:1][C:2]1[C:3]([C:15]2[CH:20]=[CH:19][CH:18]=[CH:17][CH:16]=2)=[N:4][C:5]2[C:10]([C:11]=1[C:12](Cl)=[O:13])=[CH:9][CH:8]=[CH:7][CH:6]=2.[C:21]1([CH:27]([NH2:31])[CH:28]([OH:30])[CH3:29])[CH:26]=[CH:25][CH:24]=[CH:23][CH:22]=1.C(Cl)Cl. (2) Given the product [CH2:17]([O:24][C:25]1[CH:26]=[C:27]2[C:31](=[CH:32][CH:33]=1)[CH2:30][CH:29]([CH:34]([C:2]1[O:1][CH:5]=[CH:4][N:3]=1)[OH:35])[CH2:28]2)[C:18]1[CH:19]=[CH:20][CH:21]=[CH:22][CH:23]=1, predict the reactants needed to synthesize it. The reactants are: [O:1]1[CH:5]=[CH:4][N:3]=[CH:2]1.B.C1COCC1.[Li]C(C)(C)C.[CH2:17]([O:24][C:25]1[CH:26]=[C:27]2[C:31](=[CH:32][CH:33]=1)[CH2:30][CH:29]([CH:34]=[O:35])[CH2:28]2)[C:18]1[CH:23]=[CH:22][CH:21]=[CH:20][CH:19]=1. (3) Given the product [NH2:1][C:2]1[N:7]=[C:6]([NH:31][CH2:30][C:22]2[N:21]=[CH:20][C:29]3[C:24]([CH:23]=2)=[CH:25][CH:26]=[CH:27][CH:28]=3)[C:5]([C:11]#[N:12])=[C:4]([N:13]2[CH:17]=[CH:16][CH:15]=[N:14]2)[N:3]=1, predict the reactants needed to synthesize it. The reactants are: [NH2:1][C:2]1[N:7]=[C:6](S(C)=O)[C:5]([C:11]#[N:12])=[C:4]([N:13]2[CH:17]=[CH:16][CH:15]=[N:14]2)[N:3]=1.Cl.Cl.[CH:20]1[C:29]2[C:24](=[CH:25][CH:26]=[CH:27][CH:28]=2)[CH:23]=[C:22]([CH2:30][NH2:31])[N:21]=1.C1CCN2C(=NCCC2)CC1. (4) Given the product [Cl:1][C:2]1[CH:3]=[C:4]([CH:18]=[C:19]([S:36][CH3:35])[C:20]=1[O:21][CH3:24])[C:5]([N:7]1[C:11]2[CH:12]=[CH:13][CH:14]=[CH:15][C:10]=2[S:9](=[O:17])(=[O:16])[CH2:8]1)=[O:6], predict the reactants needed to synthesize it. The reactants are: [Cl:1][C:2]1[CH:3]=[C:4]([CH:18]=[C:19](I)[C:20]=1[OH:21])[C:5]([N:7]1[C:11]2[CH:12]=[CH:13][CH:14]=[CH:15][C:10]=2[S:9](=[O:17])(=[O:16])[CH2:8]1)=[O:6].N1C=CC=C[C:24]=1C1C=CC=CN=1.[CH3:35][S:36]SC. (5) Given the product [Cl:1][C:2]1[CH:8]=[C:7]([O:9][C:10]2[C:19]3[C:14](=[CH:15][C:16]([O:22][CH3:23])=[C:17]([O:20][CH3:21])[CH:18]=3)[N:13]=[CH:12][CH:11]=2)[CH:6]=[CH:5][C:3]=1[NH:4][C:28]([NH:41][C:40]1[CH:42]=[CH:43][C:37]([F:36])=[CH:38][C:39]=1[CH3:44])=[O:34], predict the reactants needed to synthesize it. The reactants are: [Cl:1][C:2]1[CH:8]=[C:7]([O:9][C:10]2[C:19]3[C:14](=[CH:15][C:16]([O:22][CH3:23])=[C:17]([O:20][CH3:21])[CH:18]=3)[N:13]=[CH:12][CH:11]=2)[CH:6]=[CH:5][C:3]=1[NH2:4].ClC(Cl)(O[C:28](=[O:34])OC(Cl)(Cl)Cl)Cl.[F:36][C:37]1[CH:43]=[CH:42][C:40]([NH2:41])=[C:39]([CH3:44])[CH:38]=1.CO. (6) The reactants are: [CH3:1][O:2][C:3]1[CH:4]=[C:5]2[C:10](=[CH:11][CH:12]=1)[N:9]=[C:8]([C:13]1[CH:18]=[C:17]([O:19][CH3:20])[C:16]([O:21][CH3:22])=[C:15]([O:23][CH3:24])[CH:14]=1)[CH:7]=[C:6]2[C:25](O)=[O:26].[NH2:28][C@H:29]([CH2:33][C:34]1[C:42]2[C:37](=[CH:38][CH:39]=[CH:40][CH:41]=2)[NH:36][CH:35]=1)[CH2:30][CH2:31][OH:32].C1C=C2N=NN(O)C2=CC=1.O.C(Cl)CCl. Given the product [OH:32][CH2:31][CH2:30][C@H:29]([NH:28][C:25]([C:6]1[C:5]2[C:10](=[CH:11][CH:12]=[C:3]([O:2][CH3:1])[CH:4]=2)[N:9]=[C:8]([C:13]2[CH:14]=[C:15]([O:23][CH3:24])[C:16]([O:21][CH3:22])=[C:17]([O:19][CH3:20])[CH:18]=2)[CH:7]=1)=[O:26])[CH2:33][C:34]1[C:42]2[C:37](=[CH:38][CH:39]=[CH:40][CH:41]=2)[NH:36][CH:35]=1, predict the reactants needed to synthesize it. (7) Given the product [CH3:21][O:22][C:23]1[CH:24]=[C:25]2[C:29](=[CH:30][CH:31]=1)[NH:28][C:27](=[O:32])[C:26]2=[CH:19][C:3]1[NH:4][C:5]2[CH2:10][CH2:9][N:8]([CH2:11][CH2:12][N:13]3[CH2:14][CH2:15][CH2:16][CH2:17]3)[C:7](=[O:18])[C:6]=2[C:2]=1[CH3:1], predict the reactants needed to synthesize it. The reactants are: [CH3:1][C:2]1[C:6]2[C:7](=[O:18])[N:8]([CH2:11][CH2:12][N:13]3[CH2:17][CH2:16][CH2:15][CH2:14]3)[CH2:9][CH2:10][C:5]=2[NH:4][C:3]=1[CH:19]=O.[CH3:21][O:22][C:23]1[CH:24]=[C:25]2[C:29](=[CH:30][CH:31]=1)[NH:28][C:27](=[O:32])[CH2:26]2.